Dataset: Peptide-MHC class II binding affinity with 134,281 pairs from IEDB. Task: Regression. Given a peptide amino acid sequence and an MHC pseudo amino acid sequence, predict their binding affinity value. This is MHC class II binding data. (1) The peptide sequence is GSMAKKGDEQKLRSA. The MHC is DRB3_0202 with pseudo-sequence DRB3_0202. The binding affinity (normalized) is 0.131. (2) The peptide sequence is AFKVANTAANAAPAN. The MHC is DRB1_0901 with pseudo-sequence DRB1_0901. The binding affinity (normalized) is 0.714. (3) The peptide sequence is TKTTSDYQDSDVSQ. The binding affinity (normalized) is 0.205. The MHC is DRB1_0404 with pseudo-sequence DRB1_0404. (4) The peptide sequence is MSGRKAQGKTLGVNM. The MHC is HLA-DQA10601-DQB10402 with pseudo-sequence HLA-DQA10601-DQB10402. The binding affinity (normalized) is 0. (5) The peptide sequence is FAEVLKDAIKDLVMTKPAPTCNIR. The MHC is DRB5_0101 with pseudo-sequence DRB5_0101. The binding affinity (normalized) is 0.206. (6) The peptide sequence is EDLVRAYHAMSRTHE. The MHC is DRB1_1101 with pseudo-sequence DRB1_1101. The binding affinity (normalized) is 0.689. (7) The peptide sequence is EVLKGPFTVRYTTEG. The MHC is DRB1_0802 with pseudo-sequence DRB1_0802. The binding affinity (normalized) is 0.0394. (8) The peptide sequence is CGSTDEYCSPDHNCQ. The MHC is HLA-DQA10501-DQB10201 with pseudo-sequence HLA-DQA10501-DQB10201. The binding affinity (normalized) is 0. (9) The MHC is DRB1_0404 with pseudo-sequence DRB1_0404. The binding affinity (normalized) is 0.251. The peptide sequence is TVAVGLHFHEMNNGG. (10) The peptide sequence is VDIMVRDGQLTIKAE. The MHC is HLA-DPA10201-DPB10101 with pseudo-sequence HLA-DPA10201-DPB10101. The binding affinity (normalized) is 0.243.